Dataset: NCI-60 drug combinations with 297,098 pairs across 59 cell lines. Task: Regression. Given two drug SMILES strings and cell line genomic features, predict the synergy score measuring deviation from expected non-interaction effect. (1) Drug 1: CC1=C(C=C(C=C1)C(=O)NC2=CC(=CC(=C2)C(F)(F)F)N3C=C(N=C3)C)NC4=NC=CC(=N4)C5=CN=CC=C5. Drug 2: CC=C1C(=O)NC(C(=O)OC2CC(=O)NC(C(=O)NC(CSSCCC=C2)C(=O)N1)C(C)C)C(C)C. Cell line: A549. Synergy scores: CSS=15.3, Synergy_ZIP=3.60, Synergy_Bliss=0.852, Synergy_Loewe=-65.8, Synergy_HSA=-6.10. (2) Drug 1: C1=C(C(=O)NC(=O)N1)F. Drug 2: CC1=C2C(C(=O)C3(C(CC4C(C3C(C(C2(C)C)(CC1OC(=O)C(C(C5=CC=CC=C5)NC(=O)OC(C)(C)C)O)O)OC(=O)C6=CC=CC=C6)(CO4)OC(=O)C)O)C)O. Cell line: NCI-H522. Synergy scores: CSS=39.7, Synergy_ZIP=-12.4, Synergy_Bliss=-16.6, Synergy_Loewe=-31.2, Synergy_HSA=-13.1. (3) Drug 1: C1=NNC2=C1C(=O)NC=N2. Drug 2: C1C(C(OC1N2C=NC3=C2NC=NCC3O)CO)O. Cell line: NCIH23. Synergy scores: CSS=-1.08, Synergy_ZIP=-1.68, Synergy_Bliss=-4.05, Synergy_Loewe=-1.16, Synergy_HSA=-6.98.